From a dataset of Catalyst prediction with 721,799 reactions and 888 catalyst types from USPTO. Predict which catalyst facilitates the given reaction. (1) Reactant: [CH3:1][C:2]1[C:7]([SH:8])=[C:6]([N+:9]([O-:11])=[O:10])[CH:5]=[CH:4][CH:3]=1.[H-].[Na+].Cl[C:15]1[C:16]([Cl:21])=[N:17][CH:18]=[CH:19][N:20]=1.P([O-])(O)(O)=O.[Na+]. Product: [CH3:1][C:2]1[C:7]([S:8][C:15]2[C:16]([Cl:21])=[N:17][CH:18]=[CH:19][N:20]=2)=[C:6]([N+:9]([O-:11])=[O:10])[CH:5]=[CH:4][CH:3]=1. The catalyst class is: 7. (2) Reactant: [C:1]([C:3]1[CH:4]=[N:5][C:6]2[C:11]([C:12]=1O)=[C:10](F)[CH:9]=[C:8]([F:15])[CH:7]=2)#[N:2].[CH3:16][N:17]1[CH2:22][CH2:21][CH:20]([OH:23])[CH2:19][CH2:18]1.CC(C)([O-:27])C.[K+].C(O)(=O)C. Product: [C:1]([C:3]1[C:4]([OH:27])=[N:5][C:6]2[C:11]([CH:12]=1)=[C:10]([O:23][CH:20]1[CH2:21][CH2:22][N:17]([CH3:16])[CH2:18][CH2:19]1)[CH:9]=[C:8]([F:15])[CH:7]=2)#[N:2]. The catalyst class is: 7. (3) Reactant: [CH3:1][O:2][C:3]1[CH:10]=[CH:9][C:8]([N+:11]([O-:13])=[O:12])=[CH:7][C:4]=1[CH2:5]Br.[C-:14]#[N:15].[Na+].O. Product: [CH3:1][O:2][C:3]1[CH:10]=[CH:9][C:8]([N+:11]([O-:13])=[O:12])=[CH:7][C:4]=1[CH2:5][C:14]#[N:15]. The catalyst class is: 16. (4) Reactant: Cl.[Br:2][C:3]1[CH:4]=[CH:5][C:6]([C:9]2[CH:13]=[C:12]([NH2:14])[NH:11][N:10]=2)=[N:7][CH:8]=1.CO[CH:17](OC)[CH2:18][CH:19](OC)OC.C(O)(=O)C. Product: [Br:2][C:3]1[CH:4]=[CH:5][C:6]([C:9]2[CH:13]=[C:12]3[N:14]=[CH:17][CH:18]=[CH:19][N:11]3[N:10]=2)=[N:7][CH:8]=1. The catalyst class is: 6. (5) Reactant: [F:1][C:2]1[CH:34]=[CH:33][C:5]([CH2:6][N:7]2[C:16](=[O:17])[C:15]([C:18]3[NH:23][C:22]4[S:24][CH:25]=[C:26]([CH2:27]O)[C:21]=4[S:20](=[O:30])(=[O:29])[N:19]=3)=[C:14]([OH:31])[C@H:13]3[C@@H:8]2[C@H:9]2[CH2:32][C@@H:12]3[CH2:11][CH2:10]2)=[CH:4][CH:3]=1.N12CCCN=C1CCCCC2.C1(P([N:60]=[N+:61]=[N-:62])(C2C=CC=CC=2)=O)C=CC=CC=1. Product: [N:60]([CH2:27][C:26]1[C:21]2[S:20](=[O:29])(=[O:30])[N:19]=[C:18]([C:15]3[C:16](=[O:17])[N:7]([CH2:6][C:5]4[CH:33]=[CH:34][C:2]([F:1])=[CH:3][CH:4]=4)[CH:8]4[CH:13]([C:14]=3[OH:31])[CH:12]3[CH2:32][CH:9]4[CH2:10][CH2:11]3)[NH:23][C:22]=2[S:24][CH:25]=1)=[N+:61]=[N-:62].[N:60]([CH2:27][C:26]1[C:21]2[S:20](=[O:29])(=[O:30])[N:19]=[C:18]([C:15]3[C:16](=[O:17])[N:7]([CH2:6][C:5]4[CH:33]=[CH:34][C:2]([F:1])=[CH:3][CH:4]=4)[C@@H:8]4[C@H:13]([C:14]=3[OH:31])[C@@H:12]3[CH2:32][C@H:9]4[CH2:10][CH2:11]3)[NH:23][C:22]=2[S:24][CH:25]=1)=[N+:61]=[N-:62]. The catalyst class is: 4. (6) Reactant: [NH2:1][C:2]1[N:7]=[C:6]([N:8]2[CH2:32][CH2:31][C:11]3([CH2:15][N:14](C(OCC4C=CC=CC=4)=O)[C@H:13]([C:26]([O:28][CH2:29][CH3:30])=[O:27])[CH2:12]3)[CH2:10][CH2:9]2)[CH:5]=[C:4]([O:33][C@H:34]([C:39]2[CH:44]=[CH:43][C:42]([Cl:45])=[CH:41][C:40]=2[C:46]2[CH:51]=[CH:50][CH:49]=[CH:48][CH:47]=2)[C:35]([F:38])([F:37])[F:36])[N:3]=1.[Si](I)(C)(C)C.Cl. Product: [NH2:1][C:2]1[N:7]=[C:6]([N:8]2[CH2:32][CH2:31][C:11]3([CH2:15][NH:14][C@H:13]([C:26]([O:28][CH2:29][CH3:30])=[O:27])[CH2:12]3)[CH2:10][CH2:9]2)[CH:5]=[C:4]([O:33][C@H:34]([C:39]2[CH:44]=[CH:43][C:42]([Cl:45])=[CH:41][C:40]=2[C:46]2[CH:51]=[CH:50][CH:49]=[CH:48][CH:47]=2)[C:35]([F:38])([F:37])[F:36])[N:3]=1. The catalyst class is: 753. (7) Reactant: [CH3:1][C:2]1[N:3]=[C:4]2[C:13]3[NH:12][C@H:11]([C:14]4[CH:19]=[CH:18][CH:17]=[CH:16][CH:15]=4)[C@@H:10](O)[C:9](=[O:21])[C:8]=3[CH:7]=[CH:6][N:5]2[C:22]=1[CH3:23].[C:24](Cl)(=[O:26])[CH3:25].C(N([CH2:33][CH3:34])CC)C.C(=O)([O-])[OH:36].[Na+]. Product: [C:24]([C@@H:10]1[C:9](=[O:21])[C:8]2[CH:7]=[CH:6][N:5]3[C:22]([CH3:23])=[C:2]([CH3:1])[N:3]=[C:4]3[C:13]=2[N:12]([C:33](=[O:36])[CH3:34])[C@H:11]1[C:14]1[CH:15]=[CH:16][CH:17]=[CH:18][CH:19]=1)(=[O:26])[CH3:25]. The catalyst class is: 46. (8) Reactant: [CH3:1][Si:2]([CH3:15])([CH3:14])[CH2:3][CH2:4][O:5][CH2:6][O:7][C:8]1[CH:9]=[N:10][CH:11]=[CH:12][CH:13]=1.CCCCC.C([Li])(C)(C)C.CN(C)[CH:28]=[O:29].[Cl-].[NH4+]. Product: [CH:28]([C:13]1[CH:12]=[CH:11][N:10]=[CH:9][C:8]=1[O:7][CH2:6][O:5][CH2:4][CH2:3][Si:2]([CH3:15])([CH3:14])[CH3:1])=[O:29]. The catalyst class is: 7. (9) Product: [Cl:1][C:2]1[S:6][C:5]([C:7]([NH:9][CH2:10][C:11]2[N:12]=[CH:13][N:14]([C:16]3[CH:21]=[CH:20][C:19]([N:40]4[CH2:24][CH2:25][S:26](=[O:27])(=[O:28])[CH2:38][CH2:39]4)=[CH:18][CH:17]=3)[CH:15]=2)=[O:8])=[CH:4][CH:3]=1. Reactant: [Cl:1][C:2]1[S:6][C:5]([C:7]([NH:9][CH2:10][C:11]2[N:12]=[CH:13][N:14]([C:16]3[CH:21]=[CH:20][C:19](I)=[CH:18][CH:17]=3)[CH:15]=2)=[O:8])=[CH:4][CH:3]=1.C1CN[S:26](=[O:28])(=[O:27])[CH2:25][CH2:24]1.OC1C=CC=C2C=1[N:40]=[CH:39][CH:38]=C2.C([O-])([O-])=O.[K+].[K+]. The catalyst class is: 156. (10) Reactant: Cl.[CH3:2][O:3][C:4]1[CH:16]=[CH:15][C:7]([CH2:8][C@@H:9]([C:11]([O:13][CH3:14])=[O:12])[NH2:10])=[CH:6][CH:5]=1.C(N(CC)CC)C.[F:24][C:25]([F:38])([F:37])[C:26]1[CH:36]=[CH:35][CH:34]=[CH:33][C:27]=1[CH:28]=[CH:29][C:30](O)=[O:31].CCN=C=NCCCN(C)C.Cl. Product: [CH3:2][O:3][C:4]1[CH:5]=[CH:6][C:7]([CH2:8][C@@H:9]([C:11]([O:13][CH3:14])=[O:12])[NH:10][C:30](=[O:31])[CH:29]=[CH:28][C:27]2[CH:33]=[CH:34][CH:35]=[CH:36][C:26]=2[C:25]([F:37])([F:38])[F:24])=[CH:15][CH:16]=1. The catalyst class is: 2.